This data is from Catalyst prediction with 721,799 reactions and 888 catalyst types from USPTO. The task is: Predict which catalyst facilitates the given reaction. (1) Reactant: [C:1]1([C:7]2[S:11][N:10]=[C:9]([C:12]([O:14][CH3:15])=[O:13])[CH:8]=2)[CH:6]=[CH:5][CH:4]=[CH:3][CH:2]=1.[I:16]I.[N+]([O-])(O)=O. Product: [I:16][C:8]1[C:9]([C:12]([O:14][CH3:15])=[O:13])=[N:10][S:11][C:7]=1[C:1]1[CH:2]=[CH:3][CH:4]=[CH:5][CH:6]=1. The catalyst class is: 25. (2) Reactant: [CH3:1][O:2][C:3]([C@H:5]1[CH2:10][CH2:9][C@H:8]([NH:11][C:12]([O:14][C:15]([CH3:18])([CH3:17])[CH3:16])=[O:13])[CH2:7][CH2:6]1)=[O:4].[H-].[Na+].I[CH3:22].[Cl-].[NH4+]. Product: [CH3:1][O:2][C:3]([C@H:5]1[CH2:6][CH2:7][C@H:8]([N:11]([C:12]([O:14][C:15]([CH3:18])([CH3:17])[CH3:16])=[O:13])[CH3:22])[CH2:9][CH2:10]1)=[O:4]. The catalyst class is: 9. (3) Reactant: OCC([NH:6][C:7]([C:9]1[C:17]2[C:12](=[N:13][CH:14]=[C:15](N3C4C(=CC=CC=4)C(C4CCNCC4)=N3)[N:16]=2)[N:11](COCC[Si](C)(C)C)[CH:10]=1)=[O:8])(C)C.C=O.C(O[BH-](OC(=O)C)OC(=O)C)(=O)C.[Na+]. Product: [N:16]1[CH:15]=[CH:14][N:13]=[C:12]2[NH:11][CH:10]=[C:9]([C:7]([NH2:6])=[O:8])[C:17]=12. The catalyst class is: 5.